This data is from Full USPTO retrosynthesis dataset with 1.9M reactions from patents (1976-2016). The task is: Predict the reactants needed to synthesize the given product. (1) The reactants are: [OH:1][C:2]1[C:11]2[C:6](=[CH:7][C:8]([O:12][C:13]3[CH:18]=[CH:17][C:16]([O:19][CH3:20])=[CH:15][CH:14]=3)=[CH:9][CH:10]=2)[C:5]([CH3:21])=[N:4][C:3]=1[C:22](OC)=[O:23].[NH2:26][CH2:27][C:28]([OH:30])=[O:29].C[O-].[Na+]. Given the product [OH:1][C:2]1[C:11]2[C:6](=[CH:7][C:8]([O:12][C:13]3[CH:18]=[CH:17][C:16]([O:19][CH3:20])=[CH:15][CH:14]=3)=[CH:9][CH:10]=2)[C:5]([CH3:21])=[N:4][C:3]=1[C:22]([NH:26][CH2:27][C:28]([OH:30])=[O:29])=[O:23], predict the reactants needed to synthesize it. (2) Given the product [CH3:26][C:22]1([CH3:25])[O:21][C:20]2[CH:27]=[CH:28][C:17]([C@H:15]3[O:14][C:13](=[O:29])[N:12]([CH2:11][CH2:10][CH2:9][CH2:8][CH2:7][CH2:6][O:5][CH2:1][CH2:2][C:3]#[C:4][C:31]4[CH:32]=[C:33]([S:37]([NH2:40])(=[O:39])=[O:38])[CH:34]=[CH:35][CH:36]=4)[CH2:16]3)=[CH:18][C:19]=2[CH2:24][O:23]1, predict the reactants needed to synthesize it. The reactants are: [CH2:1]([O:5][CH2:6][CH2:7][CH2:8][CH2:9][CH2:10][CH2:11][N:12]1[CH2:16][C@@H:15]([C:17]2[CH:28]=[CH:27][C:20]3[O:21][C:22]([CH3:26])([CH3:25])[O:23][CH2:24][C:19]=3[CH:18]=2)[O:14][C:13]1=[O:29])[CH2:2][C:3]#[CH:4].I[C:31]1[CH:32]=[C:33]([S:37]([NH2:40])(=[O:39])=[O:38])[CH:34]=[CH:35][CH:36]=1. (3) The reactants are: [S:1]1[CH:5]=[CH:4][C:3]2[CH:6]=[C:7]([CH2:10][S:11]([CH:14]=[CH:15][CH:16]([CH3:18])[CH3:17])(=[O:13])=[O:12])[CH:8]=[CH:9][C:2]1=2.[NH2:19][OH:20].C1[CH2:25][O:24]CC1. Given the product [S:1]1[CH:5]=[CH:4][C:3]2[CH:6]=[C:7]([CH2:10][S:11]([CH2:14][C@@H:15]([N:19]([OH:20])[CH:25]=[O:24])[CH:16]([CH3:18])[CH3:17])(=[O:13])=[O:12])[CH:8]=[CH:9][C:2]1=2, predict the reactants needed to synthesize it. (4) The reactants are: [H-].[Na+].[OH:3][CH2:4][CH2:5][CH2:6][O:7][CH2:8][CH2:9][NH:10][C:11](=[O:17])[O:12][C:13]([CH3:16])([CH3:15])[CH3:14].[CH3:18]I.[Cl-].[NH4+]. Given the product [CH3:18][O:3][CH2:4][CH2:5][CH2:6][O:7][CH2:8][CH2:9][NH:10][C:11](=[O:17])[O:12][C:13]([CH3:14])([CH3:16])[CH3:15], predict the reactants needed to synthesize it. (5) Given the product [CH:1]1([CH2:6][C@H:7]([NH:28][C:29]([C:31]2[O:32][CH:33]=[CH:34][CH:35]=2)=[O:30])[C:8](=[O:27])[NH:9][CH:10]2[CH2:16][CH2:15][CH2:14][N:13]([S:17]([C:20]3[CH:25]=[CH:24][CH:23]=[CH:22][N:21]=3)(=[O:18])=[O:19])[CH2:12][C:11]2=[O:26])[CH2:5][CH2:4][CH2:3][CH2:2]1, predict the reactants needed to synthesize it. The reactants are: [CH:1]1([CH2:6][C@H:7]([NH:28][C:29]([C:31]2[O:32][CH:33]=[CH:34][CH:35]=2)=[O:30])[C:8](=[O:27])[NH:9][CH:10]2[CH2:16][CH2:15][CH2:14][N:13]([S:17]([C:20]3[CH:25]=[CH:24][CH:23]=[CH:22][N:21]=3)(=[O:19])=[O:18])[CH2:12][CH:11]2[OH:26])[CH2:5][CH2:4][CH2:3][CH2:2]1.C(OC(N1CCCC(NC(=O)[C@@H](NC(C2OC=CC=2)=O)CC2CCCC2)C(O)C1)=O)C1C=CC=CC=1.